Dataset: Full USPTO retrosynthesis dataset with 1.9M reactions from patents (1976-2016). Task: Predict the reactants needed to synthesize the given product. (1) Given the product [OH:19][C@@H:20]([CH3:35])[CH2:21][C:22]([O:24][C:25]1([CH3:34])[CH2:26][CH2:27][CH:28]([CH:31]([CH3:32])[CH3:33])[CH2:29][CH2:30]1)=[O:23], predict the reactants needed to synthesize it. The reactants are: C[C@H]1C[C@@H](O)[C@H](C(C)C)CC1.C([O-])(=O)CC(C)=O.[OH:19][CH:20]([CH3:35])[CH2:21][C:22]([O:24][C:25]1([CH3:34])[CH2:30][CH2:29][CH:28]([CH:31]([CH3:33])[CH3:32])[CH2:27][CH2:26]1)=[O:23]. (2) Given the product [F:51][C:48]1[CH:47]=[CH:46][C:45]([CH2:44][NH:43][C:41]([N:38]2[CH2:37][CH2:36][CH:35]([O:34][C:33]3[CH:52]=[CH:53][C:30]([CH2:29][CH2:28][NH:27][CH2:26][C@H:25]([OH:54])[CH2:24][O:23][C:22]4[CH:21]=[CH:20][C:19]([OH:18])=[CH:56][CH:55]=4)=[CH:31][CH:32]=3)[CH2:40][CH2:39]2)=[O:42])=[CH:50][CH:49]=1, predict the reactants needed to synthesize it. The reactants are: [Si]([O:18][C:19]1[CH:56]=[CH:55][C:22]([O:23][CH2:24][C@@H:25]([OH:54])[CH2:26][NH:27][CH2:28][CH2:29][C:30]2[CH:53]=[CH:52][C:33]([O:34][CH:35]3[CH2:40][CH2:39][N:38]([C:41]([NH:43][CH2:44][C:45]4[CH:50]=[CH:49][C:48]([F:51])=[CH:47][CH:46]=4)=[O:42])[CH2:37][CH2:36]3)=[CH:32][CH:31]=2)=[CH:21][CH:20]=1)(C(C)(C)C)(C1C=CC=CC=1)C1C=CC=CC=1. (3) Given the product [C:35]([OH:34])(=[O:37])/[CH:36]=[CH:11]/[C:10]([OH:13])=[O:40].[Cl:1][C:2]1[CH:3]=[C:4]([N:9]([CH2:14][CH:15]2[CH2:16][CH2:17][N:18]([CH3:22])[CH2:19][CH2:20]2)[C:10](=[O:13])[CH2:11][CH3:12])[CH:5]=[CH:6][C:7]=1[Cl:8], predict the reactants needed to synthesize it. The reactants are: [Cl:1][C:2]1[CH:3]=[C:4]([N:9]([CH2:14][CH:15]2[CH2:20][CH2:19][NH:18][CH2:17][CH2:16]2)[C:10](=[O:13])[CH2:11][CH3:12])[CH:5]=[CH:6][C:7]=1[Cl:8].Cl[CH:22](Cl)C.[C:35]([O:34][BH-]([O:34][C:35](=[O:37])[CH3:36])[O:34][C:35](=[O:37])[CH3:36])(=[O:37])[CH3:36].[Na+].C(=O)([O-])[OH:40].[Na+]. (4) Given the product [CH:40]1([O:39][CH2:38][C:37]2[C:32]([N:30]3[CH:31]=[C:27]([C:25]([O:24][CH2:22][CH3:23])=[O:26])[C:28]([CH3:42])=[N:29]3)=[N:33][CH:34]=[CH:35][CH:36]=2)[CH2:1][CH2:41]1, predict the reactants needed to synthesize it. The reactants are: [CH2:1]([Zn]CC)C.CCCCCC.FC(F)(F)C(O)=O.ICI.[CH2:22]([O:24][C:25]([C:27]1[C:28]([CH3:42])=[N:29][N:30]([C:32]2[C:37]([CH2:38][O:39][CH:40]=[CH2:41])=[CH:36][CH:35]=[CH:34][N:33]=2)[CH:31]=1)=[O:26])[CH3:23].Cl. (5) Given the product [NH2:37][CH:1]([C:35]#[N:36])[C:3]1[CH:30]=[C:6]2[CH2:7][N:8]([C:12]([O:14][CH2:15][C:16]3[CH:21]=[C:20]([C:22]([F:25])([F:24])[F:23])[CH:19]=[C:18]([C:26]([F:29])([F:28])[F:27])[CH:17]=3)=[O:13])[CH2:9][CH2:10][CH2:11][N:5]2[N:4]=1, predict the reactants needed to synthesize it. The reactants are: [CH:1]([C:3]1[CH:30]=[C:6]2[CH2:7][N:8]([C:12]([O:14][CH2:15][C:16]3[CH:21]=[C:20]([C:22]([F:25])([F:24])[F:23])[CH:19]=[C:18]([C:26]([F:29])([F:28])[F:27])[CH:17]=3)=[O:13])[CH2:9][CH2:10][CH2:11][N:5]2[N:4]=1)=O.[Si]([C:35]#[N:36])(C)(C)C.[NH3:37]. (6) Given the product [Cl:14][C:15]1[CH:20]=[C:19]([CH2:6][C:7]2[CH:12]=[CH:11][CH:10]=[CH:9][CH:8]=2)[N:18]=[CH:17][N:16]=1, predict the reactants needed to synthesize it. The reactants are: [Cl-].C[SiH](C)C.[CH2:6](Br)[C:7]1[CH:12]=[CH:11][CH:10]=[CH:9][CH:8]=1.[Cl:14][C:15]1[CH:20]=[C:19](Cl)[N:18]=[CH:17][N:16]=1.O. (7) Given the product [F:1][CH:2]([F:24])[O:3][C:4]1[CH:9]=[CH:8][C:7]([N:10]2[CH:15]=[CH:14][C:13](=[O:16])[C:12]([C:17]3[N:34]([C:30]4[CH:31]=[CH:32][CH:33]=[C:28]([O:27][C:26]([F:25])([F:36])[F:37])[CH:29]=4)[N:20]=[CH:19][CH:18]=3)=[N:11]2)=[CH:6][CH:5]=1, predict the reactants needed to synthesize it. The reactants are: [F:1][CH:2]([F:24])[O:3][C:4]1[CH:9]=[CH:8][C:7]([N:10]2[CH:15]=[CH:14][C:13](=[O:16])[C:12]([C:17](=O)/[CH:18]=[CH:19]/[N:20](C)C)=[N:11]2)=[CH:6][CH:5]=1.[F:25][C:26]([F:37])([F:36])[O:27][C:28]1[CH:29]=[C:30]([NH:34]N)[CH:31]=[CH:32][CH:33]=1.